This data is from Reaction yield outcomes from USPTO patents with 853,638 reactions. The task is: Predict the reaction yield, written as a fraction of the theoretical maximum amount of product (1.0 means a 100% yield; for example, 0.34 means a 34% yield). (1) The reactants are [N+:1]([C:4]1[CH:5]=[C:6]([C@H:18]([OH:21])[CH2:19][Br:20])[CH:7]=[CH:8][C:9]=1[O:10][CH2:11][C:12]1[CH:17]=[CH:16][CH:15]=[CH:14][CH:13]=1)([O-])=O.C1COCC1. The catalyst is C1(C)C=CC=CC=1. The product is [NH2:1][C:4]1[CH:5]=[C:6]([C@H:18]([OH:21])[CH2:19][Br:20])[CH:7]=[CH:8][C:9]=1[O:10][CH2:11][C:12]1[CH:17]=[CH:16][CH:15]=[CH:14][CH:13]=1. The yield is 0.696. (2) The reactants are [N+:1]([C:4]1[N:9]=[CH:8][C:7]([N:10]2[CH2:15][CH2:14][N:13]([C:16]([O:18][C:19]([CH3:22])([CH3:21])[CH3:20])=[O:17])[CH2:12][CH2:11]2)=[CH:6][CH:5]=1)([O-])=O. The catalyst is [Pd].C(O)C. The product is [NH2:1][C:4]1[N:9]=[CH:8][C:7]([N:10]2[CH2:15][CH2:14][N:13]([C:16]([O:18][C:19]([CH3:22])([CH3:21])[CH3:20])=[O:17])[CH2:12][CH2:11]2)=[CH:6][CH:5]=1. The yield is 0.970. (3) The reactants are Br[C:2]1[S:6][C:5]([NH:7][C:8]([NH:10][C:11]2[CH:16]=[CH:15][C:14]([CH3:17])=[CH:13][C:12]=2[C:18]([CH:20]2[CH2:24][CH2:23][CH2:22][CH2:21]2)=[O:19])=[O:9])=[N:4][CH:3]=1.[N:25]1[C:33]([SH:34])=[C:32]2[C:28]([N:29]=[CH:30][NH:31]2)=[N:27][CH:26]=1. No catalyst specified. The product is [CH:20]1([C:18]([C:12]2[CH:13]=[C:14]([CH3:17])[CH:15]=[CH:16][C:11]=2[NH:10][C:8]([NH:7][C:5]2[S:6][C:2]([S:34][C:33]3[N:25]=[CH:26][N:27]=[C:28]4[C:32]=3[NH:31][CH:30]=[N:29]4)=[CH:3][N:4]=2)=[O:9])=[O:19])[CH2:24][CH2:23][CH2:22][CH2:21]1. The yield is 0.280. (4) The reactants are NC(N)=O.C=O.[NH2:7][CH2:8][C:9]([OH:11])=[O:10].[C:12]([OH:15])(=[O:14])[CH3:13]. No catalyst specified. The product is [NH:7]([CH2:13][C:12]([OH:15])=[O:14])[CH2:8][C:9]([OH:11])=[O:10]. The yield is 0.130. (5) The catalyst is C(OC(=O)C)C.CCCCCC. The reactants are C=CC[C:4]1[CH:9]=[C:8]([O:10][C:11]2[C:16]([OH:17])=[C:15]([OH:18])[CH:14]=[C:13]([CH2:19][CH:20]=[CH2:21])[CH:12]=2)[CH:7]=[CH:6][CH:5]=1.C(=O)([O-])[O-].[K+].[K+].[CH3:28]I.[CH3:30][C:31]([CH3:33])=O. The yield is 0.900. The product is [CH2:30]([C:5]1[CH:4]=[CH:9][C:8]([O:10][C:11]2[C:16]([O:17][CH3:28])=[C:15]([OH:18])[CH:14]=[C:13]([CH2:19][CH:20]=[CH2:21])[CH:12]=2)=[CH:7][CH:6]=1)[CH:31]=[CH2:33].